Dataset: Catalyst prediction with 721,799 reactions and 888 catalyst types from USPTO. Task: Predict which catalyst facilitates the given reaction. Reactant: [Cl:1][C:2]1[CH:7]=[CH:6][C:5]([C:8]2[N:12]([CH2:13][C@H:14]([OH:19])[C:15]([F:18])([F:17])[F:16])[C:11](=[O:20])[N:10]([CH2:21][C:22]([NH:24][C@@:25]([C:37]#[N:38])([C:27]3[CH:32]=[CH:31][CH:30]=[C:29]([C:33]([F:36])([F:35])[F:34])[CH:28]=3)[CH3:26])=[O:23])[N:9]=2)=[CH:4][CH:3]=1.Cl.[NH2:40][OH:41].C(N(CC)CC)C.O. The catalyst class is: 16. Product: [NH2:38][C:37](=[N:40][OH:41])[C@:25]([NH:24][C:22](=[O:23])[CH2:21][N:10]1[C:11](=[O:20])[N:12]([CH2:13][C@H:14]([OH:19])[C:15]([F:16])([F:17])[F:18])[C:8]([C:5]2[CH:6]=[CH:7][C:2]([Cl:1])=[CH:3][CH:4]=2)=[N:9]1)([C:27]1[CH:32]=[CH:31][CH:30]=[C:29]([C:33]([F:34])([F:35])[F:36])[CH:28]=1)[CH3:26].